This data is from Catalyst prediction with 721,799 reactions and 888 catalyst types from USPTO. The task is: Predict which catalyst facilitates the given reaction. (1) Reactant: [OH-].[Na+].[C:3]([C:5]1[CH:6]=[C:7]([C:15]2[O:19][N:18]=[C:17]([C:20]3[C:30]4[O:29][CH2:28][CH2:27][N:26]([CH2:31][CH2:32][CH2:33][CH2:34][C:35]([O:37]CC)=[O:36])[CH2:25][C:24]=4[CH:23]=[CH:22][CH:21]=3)[N:16]=2)[CH:8]=[CH:9][C:10]=1[O:11][CH:12]([CH3:14])[CH3:13])#[N:4]. Product: [C:3]([C:5]1[CH:6]=[C:7]([C:15]2[O:19][N:18]=[C:17]([C:20]3[C:30]4[O:29][CH2:28][CH2:27][N:26]([CH2:31][CH2:32][CH2:33][CH2:34][C:35]([OH:37])=[O:36])[CH2:25][C:24]=4[CH:23]=[CH:22][CH:21]=3)[N:16]=2)[CH:8]=[CH:9][C:10]=1[O:11][CH:12]([CH3:14])[CH3:13])#[N:4]. The catalyst class is: 8. (2) Reactant: [CH2:1]([N:4]1[C:8]2=[N:9][C:10]([Cl:13])=[CH:11][CH:12]=[C:7]2[N:6]=[C:5]1[NH:14][C:15](=[O:21])[CH2:16][C:17]([CH3:20])([CH3:19])[CH3:18])[CH:2]=[CH2:3].[N+](C1C=CC=CC=1S(Cl)(=O)=O)([O-])=O.O.NN.O. Product: [Cl:13][C:10]1[N:9]=[C:8]2[N:4]([CH2:1][CH2:2][CH3:3])[C:5]([NH:14][C:15](=[O:21])[CH2:16][C:17]([CH3:18])([CH3:19])[CH3:20])=[N:6][C:7]2=[CH:12][CH:11]=1. The catalyst class is: 10. (3) Reactant: Cl.Cl.[NH:3]1[CH2:6][CH:5]([N:7]2[CH2:11][CH2:10][CH2:9][CH2:8]2)[CH2:4]1.[C:12]([NH:19][CH2:20][CH2:21]Br)([O:14][C:15]([CH3:18])([CH3:17])[CH3:16])=[O:13].C(N(CC)C(C)C)(C)C. Product: [N:7]1([CH:5]2[CH2:6][N:3]([CH2:21][CH2:20][NH:19][C:12](=[O:13])[O:14][C:15]([CH3:18])([CH3:17])[CH3:16])[CH2:4]2)[CH2:11][CH2:10][CH2:9][CH2:8]1. The catalyst class is: 449. (4) Reactant: O[CH2:2][C:3]1[S:7][C:6]([C:8]([O:10][CH2:11][CH3:12])=[O:9])=[CH:5][CH:4]=1.S(Cl)([Cl:15])=O. Product: [Cl:15][CH2:2][C:3]1[S:7][C:6]([C:8]([O:10][CH2:11][CH3:12])=[O:9])=[CH:5][CH:4]=1. The catalyst class is: 11. (5) Reactant: C(N([Zr:5]([N:14]([CH3:17])[CH2:15][CH3:16])([N:10]([CH3:13])[CH2:11][CH3:12])N(C)CC)C)C.[CH3:18][C:19]1[NH:20][C:21]([CH3:24])=[CH:22][CH:23]=1. Product: [CH3:18][C:19]1[NH:20][C:21]([CH3:24])=[CH:22][C:23]=1[Zr:5]([C:23]1[CH:22]=[C:21]([CH3:24])[NH:20][C:19]=1[CH3:18])([N:10]([CH2:11][CH3:12])[CH3:13])[N:14]([CH3:17])[CH2:15][CH3:16]. The catalyst class is: 11. (6) Reactant: C[O:2][C:3](=[O:29])[C:4]1[CH:9]=[CH:8][C:7]([C:10]2[C:15]([C:16]#[C:17][C:18]3[CH:19]=[N:20][C:21]([NH2:24])=[CH:22][CH:23]=3)=[C:14]([CH2:25][CH3:26])[N:13]=[CH:12][N:11]=2)=[CH:6][C:5]=1[O:27][CH3:28].[Li+].[OH-]. Product: [NH2:24][C:21]1[N:20]=[CH:19][C:18]([C:17]#[C:16][C:15]2[C:10]([C:7]3[CH:8]=[CH:9][C:4]([C:3]([OH:29])=[O:2])=[C:5]([O:27][CH3:28])[CH:6]=3)=[N:11][CH:12]=[N:13][C:14]=2[CH2:25][CH3:26])=[CH:23][CH:22]=1. The catalyst class is: 90. (7) Reactant: C[O:2][C:3](=[O:21])[CH:4]([C:11]1[CH:16]=[CH:15][C:14]([Cl:17])=[C:13]([N+:18]([O-:20])=[O:19])[CH:12]=1)[CH2:5][CH:6]1[CH2:10][CH2:9][CH2:8][CH2:7]1.[OH-].[Li+]. Product: [Cl:17][C:14]1[CH:15]=[CH:16][C:11]([CH:4]([CH2:5][CH:6]2[CH2:10][CH2:9][CH2:8][CH2:7]2)[C:3]([OH:21])=[O:2])=[CH:12][C:13]=1[N+:18]([O-:20])=[O:19]. The catalyst class is: 7.